Dataset: Forward reaction prediction with 1.9M reactions from USPTO patents (1976-2016). Task: Predict the product of the given reaction. (1) Given the reactants [F:1][C:2]([F:27])([F:26])[C:3]1[CH:4]=[C:5]([NH:9][C:10](=[O:25])[CH2:11][C:12]([NH:14][C:15]2[CH:20]=[CH:19][CH:18]=[C:17]([C:21]([F:24])([F:23])[F:22])[CH:16]=2)=[O:13])[CH:6]=[CH:7][CH:8]=1.[Cl:28][C:29]1[CH:30]=[C:31]([CH:34]=[C:35]([Cl:37])[CH:36]=1)[CH:32]=O, predict the reaction product. The product is: [F:1][C:2]([F:26])([F:27])[C:3]1[CH:4]=[C:5]([NH:9][C:10](=[O:25])[C:11](=[CH:32][C:31]2[CH:30]=[C:29]([Cl:28])[CH:36]=[C:35]([Cl:37])[CH:34]=2)[C:12]([NH:14][C:15]2[CH:20]=[CH:19][CH:18]=[C:17]([C:21]([F:24])([F:23])[F:22])[CH:16]=2)=[O:13])[CH:6]=[CH:7][CH:8]=1. (2) Given the reactants [NH2:1][C:2]12[CH2:10][CH2:9][CH:6]([CH2:7][CH2:8]1)[CH2:5][N:4]1[C:11](=[O:27])[C:12]([OH:26])=[C:13]([C:15]([NH:17][CH2:18][C:19]3[CH:24]=[CH:23][C:22]([F:25])=[CH:21][CH:20]=3)=[O:16])[N:14]=[C:3]21.[CH2:28]([N:30]([CH2:36][CH3:37])[C:31](=[O:35])[C:32](O)=[O:33])[CH3:29].C(N(C(C)C)CC)(C)C.F[P-](F)(F)(F)(F)F.N1(OC(N(C)C)=[N+](C)C)C2N=CC=CC=2N=N1, predict the reaction product. The product is: [CH2:28]([N:30]([CH2:36][CH3:37])[C:31](=[O:35])[C:32]([NH:1][C:2]12[CH2:8][CH2:7][CH:6]([CH2:9][CH2:10]1)[CH2:5][N:4]1[C:11](=[O:27])[C:12]([OH:26])=[C:13]([C:15](=[O:16])[NH:17][CH2:18][C:19]3[CH:20]=[CH:21][C:22]([F:25])=[CH:23][CH:24]=3)[N:14]=[C:3]21)=[O:33])[CH3:29]. (3) Given the reactants [OH:1][NH:2][C:3]([C:5]1[CH:6]=[CH:7][C:8]([O:14][CH2:15][O:16][CH2:17][CH2:18][Si:19]([CH3:22])([CH3:21])[CH3:20])=[C:9]2[O:13][CH:12]=[CH:11][C:10]=12)=[NH:4].[Cl:23][C:24]1[CH:25]=[C:26]([C:34](O)=[O:35])[CH:27]=[N:28][C:29]=1[O:30][CH:31]([CH3:33])[CH3:32].C(Cl)CCl.C1C=CC2N(O)N=NC=2C=1, predict the reaction product. The product is: [Cl:23][C:24]1[CH:25]=[C:26]([C:34]([O:1][NH:2][C:3]([C:5]2[CH:6]=[CH:7][C:8]([O:14][CH2:15][O:16][CH2:17][CH2:18][Si:19]([CH3:22])([CH3:21])[CH3:20])=[C:9]3[O:13][CH:12]=[CH:11][C:10]=23)=[NH:4])=[O:35])[CH:27]=[N:28][C:29]=1[O:30][CH:31]([CH3:33])[CH3:32]. (4) Given the reactants [OH:1][C:2]1[CH:11]=[C:10]2[C:5]([CH:6]=[CH:7][CH:8]=[N:9]2)=[CH:4][CH:3]=1.S(O[CH2:17][CH2:18][F:19])(C)(=O)=O.C([O-])([O-])=O.[K+].[K+], predict the reaction product. The product is: [F:19][CH2:18][CH2:17][O:1][C:2]1[CH:11]=[C:10]2[C:5]([CH:6]=[CH:7][CH:8]=[N:9]2)=[CH:4][CH:3]=1. (5) Given the reactants Cl[C:2]1[C:14]2[C:13]3[CH:12]=[C:11]([O:15][CH3:16])[C:10]([C:17]4[C:18]([CH3:23])=[N:19][O:20][C:21]=4[CH3:22])=[CH:9][C:8]=3[NH:7][C:6]=2[CH:5]=[CH:4][N:3]=1, predict the reaction product. The product is: [CH3:16][O:15][C:11]1[C:10]([C:17]2[C:18]([CH3:23])=[N:19][O:20][C:21]=2[CH3:22])=[CH:9][C:8]2[NH:7][C:6]3[CH:5]=[CH:4][N:3]=[CH:2][C:14]=3[C:13]=2[CH:12]=1. (6) Given the reactants [Cl:1][C:2]1[CH:7]=[CH:6][C:5]([NH:8][C:9]([CH:11]2[CH2:16][N:15](C(OC(C)(C)C)=O)[CH2:14][C:13]([O:26][CH3:27])([O:24][CH3:25])[CH2:12]2)=[O:10])=[CH:4][CH:3]=1.FC(F)(F)C(O)=O, predict the reaction product. The product is: [Cl:1][C:2]1[CH:3]=[CH:4][C:5]([NH:8][C:9]([CH:11]2[CH2:12][C:13]([O:24][CH3:25])([O:26][CH3:27])[CH2:14][NH:15][CH2:16]2)=[O:10])=[CH:6][CH:7]=1.